This data is from Retrosynthesis with 50K atom-mapped reactions and 10 reaction types from USPTO. The task is: Predict the reactants needed to synthesize the given product. (1) Given the product CCNCc1ccc(Cl)cc1, predict the reactants needed to synthesize it. The reactants are: CCN.O=Cc1ccc(Cl)cc1. (2) The reactants are: COC(=O)c1cnc(N2CCNCC2)s1.O=S(=O)(Cl)c1ccc(-c2ccccc2)cc1. Given the product COC(=O)c1cnc(N2CCN(S(=O)(=O)c3ccc(-c4ccccc4)cc3)CC2)s1, predict the reactants needed to synthesize it. (3) Given the product Cc1ccc(C=Cc2csc3ccccc23)s1, predict the reactants needed to synthesize it. The reactants are: Brc1ccc(C=Cc2csc3ccccc23)s1.CI. (4) Given the product Cc1nc(-c2cc3cc(Cc4ccccc4)ccc3o2)ccc1C=O, predict the reactants needed to synthesize it. The reactants are: Cc1nc(Cl)ccc1C=O.OB(O)c1cc2cc(Cc3ccccc3)ccc2o1. (5) Given the product C#CCSc1ccccc1C(=O)O, predict the reactants needed to synthesize it. The reactants are: C#CCBr.O=C(O)c1ccccc1S. (6) Given the product Nc1cc(Cl)cc2c1OCCO2, predict the reactants needed to synthesize it. The reactants are: O=[N+]([O-])c1cc(Cl)cc2c1OCCO2. (7) Given the product CC(C)(C)OC(=O)N1CCC(Br)CC1, predict the reactants needed to synthesize it. The reactants are: BrC(Br)(Br)Br.CC(C)(C)OC(=O)N1CCC(O)CC1. (8) Given the product COc1cc(C(=O)NS(=O)(=O)c2ccccc2Cl)ccc1Cc1cn(C)c2ccc(CC(C)NC(=O)N(C)C)cc12, predict the reactants needed to synthesize it. The reactants are: COc1cc(C(=O)O)ccc1Cc1cn(C)c2ccc(CC(C)NC(=O)N(C)C)cc12.NS(=O)(=O)c1ccccc1Cl.